Dataset: Forward reaction prediction with 1.9M reactions from USPTO patents (1976-2016). Task: Predict the product of the given reaction. The product is: [C:1]([O:5][C:6](=[O:17])[NH:7][C@H:8]([C:10]1[CH:15]=[CH:14][CH:13]=[C:12]([N:27]2[CH2:28][CH2:29][N:24]([C:19]3[CH:20]=[CH:21][CH:22]=[CH:23][N:18]=3)[CH2:25][CH2:26]2)[CH:11]=1)[CH3:9])([CH3:4])([CH3:3])[CH3:2]. Given the reactants [C:1]([O:5][C:6](=[O:17])[NH:7][C@H:8]([C:10]1[CH:15]=[CH:14][CH:13]=[C:12](Br)[CH:11]=1)[CH3:9])([CH3:4])([CH3:3])[CH3:2].[N:18]1[CH:23]=[CH:22][CH:21]=[CH:20][C:19]=1[N:24]1[CH2:29][CH2:28][NH:27][CH2:26][CH2:25]1.P([O-])([O-])([O-])=O.[K+].[K+].[K+], predict the reaction product.